From a dataset of Reaction yield outcomes from USPTO patents with 853,638 reactions. Predict the reaction yield, written as a fraction of the theoretical maximum amount of product (1.0 means a 100% yield; for example, 0.34 means a 34% yield). (1) The reactants are [CH3:1][O:2][C:3]([C:5]1[CH:6]=[C:7]([CH:11]=[C:12]([I:14])[CH:13]=1)[C:8](O)=[O:9])=[O:4].[NH3:15]. The catalyst is S(Cl)(Cl)=O. The product is [CH3:1][O:2][C:3]([C:5]1[CH:6]=[C:7]([CH:11]=[C:12]([I:14])[CH:13]=1)[C:8]([NH2:15])=[O:9])=[O:4]. The yield is 0.820. (2) The yield is 0.750. The product is [CH2:12]([N:11]1[C:21](=[O:22])[C:20](=[O:26])[CH:9]([C:8]([O:7][CH2:5][CH3:6])=[O:19])[CH2:10]1)[C:13]1[CH:18]=[CH:17][CH:16]=[CH:15][CH:14]=1. The reactants are [O-]CC.[Na+].[CH2:5]([O:7][C:8](=[O:19])[CH2:9][CH2:10][NH:11][CH2:12][C:13]1[CH:18]=[CH:17][CH:16]=[CH:15][CH:14]=1)[CH3:6].[C:20](OCC)(=[O:26])[C:21](OCC)=[O:22]. The catalyst is C(O)C. (3) The reactants are [CH3:1][C:2]1[CH:7]=[C:6]([CH3:8])[N:5]=[C:4]([N:9]2[CH2:16][CH:15]3[CH:11]([CH2:12][NH:13][CH2:14]3)[CH2:10]2)[N:3]=1.[N:17]1([C:22]2[CH:26]=[CH:25][S:24][C:23]=2[C:27](O)=[O:28])[CH:21]=[CH:20][CH:19]=[CH:18]1.CN(C(ON1N=NC2C=CC=NC1=2)=[N+](C)C)C.F[P-](F)(F)(F)(F)F.CCN(C(C)C)C(C)C. The catalyst is C(OCC)(=O)C.CN(C=O)C. The product is [CH3:1][C:2]1[CH:7]=[C:6]([CH3:8])[N:5]=[C:4]([N:9]2[CH2:16][CH:15]3[CH:11]([CH2:12][N:13]([C:27]([C:23]4[S:24][CH:25]=[CH:26][C:22]=4[N:17]4[CH:21]=[CH:20][CH:19]=[CH:18]4)=[O:28])[CH2:14]3)[CH2:10]2)[N:3]=1. The yield is 0.730. (4) The reactants are [CH3:1][N:2]([CH3:21])[CH2:3][CH2:4][C:5]([N:7]1[CH2:12][CH2:11][CH:10]([NH:13][C:14](=O)OC(C)(C)C)[CH2:9][CH2:8]1)=O.[H-].[Al+3].[Li+].[H-].[H-].[H-].O.[OH-].[Na+]. The catalyst is O1CCCC1. The product is [CH3:21][N:2]([CH3:1])[CH2:3][CH2:4][CH2:5][N:7]1[CH2:8][CH2:9][CH:10]([NH:13][CH3:14])[CH2:11][CH2:12]1. The yield is 0.832. (5) The reactants are [C:1]([C:3]1[CH:8]=[CH:7][CH:6]=[CH:5][N:4]=1)#[CH:2].C([Mg]Br)C.[CH3:13][C:14]1([CH3:23])[CH2:19][C:18]([CH3:21])([CH3:20])[CH2:17][C:16](=[O:22])[CH2:15]1.C(OCC)(=O)C. The catalyst is C1COCC1. The product is [CH3:20][C:18]1([CH3:21])[CH2:19][C:14]([CH3:23])([CH3:13])[CH2:15][C:16]([C:2]#[C:1][C:3]2[CH:8]=[CH:7][CH:6]=[CH:5][N:4]=2)([OH:22])[CH2:17]1. The yield is 0.100. (6) The reactants are F[C:2]1[N:7]2[CH:8]=[C:9]([CH2:11][N:12]3[C@H:25]4[C@H:16]([CH2:17][CH2:18][C:19]5[C:24]4=[N:23][CH:22]=[CH:21][CH:20]=5)[CH2:15][CH2:14][CH2:13]3)[N:10]=[C:6]2[CH:5]=[CH:4][CH:3]=1.[NH:26]1[CH2:31][CH2:30][S:29][CH2:28][CH2:27]1. The catalyst is CS(C)=O. The product is [N:26]1([C:2]2[N:7]3[CH:8]=[C:9]([CH2:11][N:12]4[C@H:25]5[C@H:16]([CH2:17][CH2:18][C:19]6[C:24]5=[N:23][CH:22]=[CH:21][CH:20]=6)[CH2:15][CH2:14][CH2:13]4)[N:10]=[C:6]3[CH:5]=[CH:4][CH:3]=2)[CH2:31][CH2:30][S:29][CH2:28][CH2:27]1. The yield is 0.710. (7) The reactants are C1C=CC(P(C2C=CC3C(=CC=CC=3)C=2C2C3C(=CC=CC=3)C=CC=2P(C2C=CC=CC=2)C2C=CC=CC=2)C2C=CC=CC=2)=CC=1.CC([O-])(C)C.[Na+].[CH2:53]([C:55]1[CH:56]([C:61]([O:63][CH2:64][CH3:65])=[O:62])[CH2:57][C:58](=[O:60])[CH:59]=1)[CH3:54].CC(O)(C)C. The catalyst is C1(C)C=CC=CC=1.[Cu]Cl. The product is [CH2:53]([C@@H:55]1[CH2:59][C@H:58]([OH:60])[CH2:57][C@@H:56]1[C:61]([O:63][CH2:64][CH3:65])=[O:62])[CH3:54]. The yield is 0.220.